This data is from Peptide-MHC class I binding affinity with 185,985 pairs from IEDB/IMGT. The task is: Regression. Given a peptide amino acid sequence and an MHC pseudo amino acid sequence, predict their binding affinity value. This is MHC class I binding data. (1) The peptide sequence is SEYRHYNYSL. The MHC is H-2-Kk with pseudo-sequence H-2-Kk. The binding affinity (normalized) is 0.558. (2) The peptide sequence is RIRAANLPI. The MHC is HLA-A32:07 with pseudo-sequence HLA-A32:07. The binding affinity (normalized) is 0.674. (3) The MHC is HLA-A31:01 with pseudo-sequence HLA-A31:01. The binding affinity (normalized) is 0.0847. The peptide sequence is RRMGGLRKY. (4) The peptide sequence is NETWQEWERKV. The MHC is Mamu-A11 with pseudo-sequence Mamu-A11. The binding affinity (normalized) is 0. (5) The peptide sequence is RRAQMAPKR. The MHC is Mamu-B03 with pseudo-sequence Mamu-B03. The binding affinity (normalized) is 0.521. (6) The peptide sequence is LTILDDNLYK. The MHC is HLA-A03:01 with pseudo-sequence HLA-A03:01. The binding affinity (normalized) is 0.498. (7) The peptide sequence is RRKTNLYGF. The MHC is HLA-B58:01 with pseudo-sequence HLA-B58:01. The binding affinity (normalized) is 0.0847. (8) The peptide sequence is RPIFEWIEA. The binding affinity (normalized) is 0.492. The MHC is HLA-A30:01 with pseudo-sequence HLA-A30:01. (9) The binding affinity (normalized) is 0.0847. The peptide sequence is ITMVNSLTY. The MHC is HLA-B39:01 with pseudo-sequence HLA-B39:01.